This data is from Reaction yield outcomes from USPTO patents with 853,638 reactions. The task is: Predict the reaction yield, written as a fraction of the theoretical maximum amount of product (1.0 means a 100% yield; for example, 0.34 means a 34% yield). The reactants are [C:9](O[C:9]([O:11][C:12]([CH3:15])([CH3:14])[CH3:13])=[O:10])([O:11][C:12]([CH3:15])([CH3:14])[CH3:13])=[O:10].Cl.[NH2:17][CH2:18][C:19]1[CH:27]=[CH:26][CH:25]=[C:24]2[C:20]=1[CH2:21][N:22]([CH:29]1[CH2:34][CH2:33][C:32](=[O:35])[NH:31][C:30]1=[O:36])[C:23]2=[O:28].C(N(CC)CC)C. The catalyst is C1COCC1. The product is [C:12]([O:11][C:9](=[O:10])[NH:17][CH2:18][C:19]1[CH:27]=[CH:26][CH:25]=[C:24]2[C:20]=1[CH2:21][N:22]([CH:29]1[CH2:34][CH2:33][C:32](=[O:35])[NH:31][C:30]1=[O:36])[C:23]2=[O:28])([CH3:13])([CH3:14])[CH3:15]. The yield is 0.910.